Dataset: Catalyst prediction with 721,799 reactions and 888 catalyst types from USPTO. Task: Predict which catalyst facilitates the given reaction. Reactant: [F:1][C:2]1([F:13])[O:6][C:5]2[CH:7]=[CH:8][C:9]([CH:11]=O)=[CH:10][C:4]=2[O:3]1.C(O)(=O)[CH2:15][C:16]([OH:18])=[O:17].N1CCCCC1.C(=O)=O.Cl. The catalyst class is: 17. Product: [F:1][C:2]1([F:13])[O:6][C:5]2[CH:7]=[CH:8][C:9]([CH:11]=[CH:15][C:16]([OH:18])=[O:17])=[CH:10][C:4]=2[O:3]1.